Predict the product of the given reaction. From a dataset of Forward reaction prediction with 1.9M reactions from USPTO patents (1976-2016). (1) Given the reactants C([O:5][C:6](=[O:48])[CH2:7][CH2:8][N:9](C(OC(C)(C)C)=O)[CH2:10][C:11](=[O:40])[N:12]1[C:20]2[C:15](=[CH:16][C:17]([O:21][CH2:22][C:23]3[CH:28]=[CH:27][C:26]([O:29][C:30]4[CH:35]=[CH:34][CH:33]=[CH:32][CH:31]=4)=[C:25]([C:36]([F:39])([F:38])[F:37])[CH:24]=3)=[CH:18][CH:19]=2)[CH2:14][CH2:13]1)(C)(C)C.C(O)(C(F)(F)F)=O, predict the reaction product. The product is: [O:40]=[C:11]([N:12]1[C:20]2[C:15](=[CH:16][C:17]([O:21][CH2:22][C:23]3[CH:28]=[CH:27][C:26]([O:29][C:30]4[CH:31]=[CH:32][CH:33]=[CH:34][CH:35]=4)=[C:25]([C:36]([F:39])([F:37])[F:38])[CH:24]=3)=[CH:18][CH:19]=2)[CH2:14][CH2:13]1)[CH2:10][NH:9][CH2:8][CH2:7][C:6]([OH:48])=[O:5]. (2) Given the reactants FC(F)(F)[C:3]([N:5](C)[CH:6]1[CH2:11][CH2:10][CH:9]([NH:12][C:13]2[N:22]=[C:21]([C:23]3[CH:28]=[CH:27][C:26]([N:29]4[CH2:34][CH2:33][O:32][CH2:31][CH2:30]4)=[CH:25][CH:24]=3)[CH:20]=[C:19]3[C:14]=2[CH:15]=[CH:16][CH:17]=[N:18]3)[CH2:8][CH2:7]1)=O.[OH-].[Na+], predict the reaction product. The product is: [CH3:3][NH:5][CH:6]1[CH2:11][CH2:10][CH:9]([NH:12][C:13]2[N:22]=[C:21]([C:23]3[CH:28]=[CH:27][C:26]([N:29]4[CH2:34][CH2:33][O:32][CH2:31][CH2:30]4)=[CH:25][CH:24]=3)[CH:20]=[C:19]3[C:14]=2[CH:15]=[CH:16][CH:17]=[N:18]3)[CH2:8][CH2:7]1. (3) Given the reactants [CH3:1][O:2][C:3]([C:5]1[O:6][C:7]([C:9]2[C:14]([C:15]=1[C:16]1[CH:21]=[CH:20][CH:19]=[CH:18][CH:17]=1)=[CH:13][C:12]([Br:22])=[CH:11][CH:10]=2)=O)=[O:4].[CH3:23][O:24][C:25]1[CH:26]=[C:27]([CH:30]=[C:31]([O:33][CH3:34])[CH:32]=1)[CH2:28][NH2:29], predict the reaction product. The product is: [CH3:1][O:2][C:3]([C:5]1[N:29]([CH2:28][C:27]2[CH:30]=[C:31]([O:33][CH3:34])[CH:32]=[C:25]([O:24][CH3:23])[CH:26]=2)[C:7](=[O:6])[C:9]2[C:14]([C:15]=1[C:16]1[CH:21]=[CH:20][CH:19]=[CH:18][CH:17]=1)=[CH:13][C:12]([Br:22])=[CH:11][CH:10]=2)=[O:4]. (4) Given the reactants [CH3:1][N:2]1[C:6]2[C:7]([CH3:15])=[C:8]([C:11]([O:13]C)=[O:12])[CH:9]=[CH:10][C:5]=2[S:4][C:3]1=[O:16].[OH-].[Li+], predict the reaction product. The product is: [CH3:1][N:2]1[C:6]2[C:7]([CH3:15])=[C:8]([C:11]([OH:13])=[O:12])[CH:9]=[CH:10][C:5]=2[S:4][C:3]1=[O:16]. (5) Given the reactants [CH3:1][N:2]1[CH:6]=[C:5]([C:7]2[CH:8]=[C:9]3[C:15]([C:16]4[N:17]=[N:18][N:19]([CH:21]([C:23]5[CH:28]=[CH:27][CH:26]=[CH:25][CH:24]=5)[CH3:22])[CH:20]=4)=[CH:14][N:13](C(OC(C)(C)C)=O)[C:10]3=[N:11][CH:12]=2)[CH:4]=[N:3]1.C(=O)([O-])[O-].[K+].[K+].O, predict the reaction product. The product is: [CH3:1][N:2]1[CH:6]=[C:5]([C:7]2[CH:8]=[C:9]3[C:15]([C:16]4[N:17]=[N:18][N:19]([CH:21]([C:23]5[CH:28]=[CH:27][CH:26]=[CH:25][CH:24]=5)[CH3:22])[CH:20]=4)=[CH:14][NH:13][C:10]3=[N:11][CH:12]=2)[CH:4]=[N:3]1. (6) Given the reactants Br[C:2]1[S:6][C:5]([CH2:7][NH:8][S:9]([CH3:12])(=[O:11])=[O:10])=[N:4][N:3]=1.[Cl:13][CH:14]([Cl:33])[C:15]([NH:17][C@H:18]([CH2:31][F:32])[C@H:19]([OH:30])[C:20]1[CH:25]=[CH:24][C:23]([Sn](C)(C)C)=[CH:22][CH:21]=1)=[O:16], predict the reaction product. The product is: [Cl:13][CH:14]([Cl:33])[C:15]([NH:17][C@H:18]([CH2:31][F:32])[C@H:19]([OH:30])[C:20]1[CH:21]=[CH:22][C:23]([C:2]2[S:6][C:5]([CH2:7][NH:8][S:9]([CH3:12])(=[O:11])=[O:10])=[N:4][N:3]=2)=[CH:24][CH:25]=1)=[O:16]. (7) Given the reactants [F:1][C:2]1[CH:3]=[N:4][CH:5]=[CH:6][C:7]=1[CH2:8]O.S(Cl)(Cl)=O.[N-:14]=[N+:15]=[N-:16].[Na+], predict the reaction product. The product is: [N:14]([CH2:8][C:7]1[CH:6]=[CH:5][N:4]=[CH:3][C:2]=1[F:1])=[N+:15]=[N-:16]. (8) Given the reactants [C:1]([CH2:3][O:4][C:5]1[CH:10]=[CH:9][CH:8]=[CH:7][C:6]=1[N:11]1[CH2:16][CH2:15][O:14][C:13]2[CH:17]=[C:18]([S:21]([N:24](CC3C=CC(OC)=CC=3)[C:25]3[S:26][CH:27]=[CH:28][N:29]=3)(=[O:23])=[O:22])[CH:19]=[CH:20][C:12]1=2)#[N:2].C(O)(C(F)(F)F)=O, predict the reaction product. The product is: [C:1]([CH2:3][O:4][C:5]1[CH:10]=[CH:9][CH:8]=[CH:7][C:6]=1[N:11]1[CH2:16][CH2:15][O:14][C:13]2[CH:17]=[C:18]([S:21]([NH:24][C:25]3[S:26][CH:27]=[CH:28][N:29]=3)(=[O:22])=[O:23])[CH:19]=[CH:20][C:12]1=2)#[N:2]. (9) The product is: [NH2:39][CH2:38][CH2:37][N:34]1[CH2:35][CH2:36][N:31]([CH2:30][C:29]([NH:28][CH:14]2[CH2:13][C:9]3[CH:10]=[CH:11][CH:12]=[C:7]([C:6]([OH:5])=[O:50])[C:8]=3[O:16][B:15]2[OH:23])=[O:47])[CH2:32][CH2:33]1. Given the reactants C([O:5][C:6](=[O:50])[C:7]1[CH:12]=[CH:11][CH:10]=[C:9]([CH2:13][CH:14]([NH:28][C:29](=[O:47])[CH2:30][N:31]2[CH2:36][CH2:35][N:34]([CH2:37][CH2:38][NH:39]C(OC(C)(C)C)=O)[CH2:33][CH2:32]2)[B:15]2[O:23]C3C(C)(C4CC(C3)C4(C)C)[O:16]2)[C:8]=1OC)(C)(C)C.B(Cl)(Cl)Cl, predict the reaction product. (10) Given the reactants [Br:1][C:2]1[CH:3]=[CH:4][C:5]([O:19][CH3:20])=[C:6](/[CH:8]=[CH:9]/[C:10]([C:12]2[CH:17]=[CH:16][CH:15]=[CH:14][C:13]=2[OH:18])=[O:11])[CH:7]=1.[OH:21]O, predict the reaction product. The product is: [Br:1][C:2]1[CH:3]=[CH:4][C:5]([O:19][CH3:20])=[C:6]([C:8]2[O:18][C:13]3[C:12]([C:10](=[O:11])[C:9]=2[OH:21])=[CH:17][CH:16]=[CH:15][CH:14]=3)[CH:7]=1.